From a dataset of Catalyst prediction with 721,799 reactions and 888 catalyst types from USPTO. Predict which catalyst facilitates the given reaction. Reactant: [C:1]1([CH2:7][CH2:8][NH:9][S:10]([NH:13]C(=O)OCC2C=CC=CC=2)(=[O:12])=[O:11])[CH:6]=[CH:5][CH:4]=[CH:3][CH:2]=1. Product: [C:1]1([CH2:7][CH2:8][NH:9][S:10]([NH2:13])(=[O:12])=[O:11])[CH:2]=[CH:3][CH:4]=[CH:5][CH:6]=1. The catalyst class is: 178.